Dataset: Catalyst prediction with 721,799 reactions and 888 catalyst types from USPTO. Task: Predict which catalyst facilitates the given reaction. (1) Reactant: [NH2:1][C:2]1[CH:7]=[CH:6][C:5]([C:8]2[CH:13]=[CH:12][C:11]([C:14](=[O:26])[CH2:15][CH:16]([CH2:22][CH2:23][O:24][CH3:25])[C:17]([O:19]CC)=[O:18])=[CH:10][CH:9]=2)=[CH:4][CH:3]=1.[Cl:27][C:28]1[CH:33]=[CH:32][C:31]([CH2:34][C:35](Cl)=[O:36])=[CH:30][CH:29]=1. Product: [Cl:27][C:28]1[CH:33]=[CH:32][C:31]([CH2:34][C:35]([NH:1][C:2]2[CH:3]=[CH:4][C:5]([C:8]3[CH:9]=[CH:10][C:11]([C:14](=[O:26])[CH2:15][CH:16]([CH2:22][CH2:23][O:24][CH3:25])[C:17]([OH:19])=[O:18])=[CH:12][CH:13]=3)=[CH:6][CH:7]=2)=[O:36])=[CH:30][CH:29]=1. The catalyst class is: 4. (2) Reactant: [F:1][C:2]1[CH:3]=[CH:4][C:5]([OH:16])=[N:6][C:7]=1[NH:8][CH2:9][CH:10]1[CH2:15][CH2:14][O:13][CH2:12][CH2:11]1.C(N(CC)CC)C.[F:24][C:25]([F:38])([F:37])[S:26](O[S:26]([C:25]([F:38])([F:37])[F:24])(=[O:28])=[O:27])(=[O:28])=[O:27].C(=O)(O)[O-].[Na+]. Product: [F:24][C:25]([F:38])([F:37])[S:26]([O:16][C:5]1[CH:4]=[CH:3][C:2]([F:1])=[C:7]([NH:8][CH2:9][CH:10]2[CH2:15][CH2:14][O:13][CH2:12][CH2:11]2)[N:6]=1)(=[O:28])=[O:27]. The catalyst class is: 4. (3) Reactant: [CH:1]1([CH2:7][O:8][C:9]2[C:10]3[N:11]([C:15]([C:19]([OH:21])=O)=[C:16]([CH3:18])[N:17]=3)[CH:12]=[CH:13][CH:14]=2)[CH2:6][CH2:5][CH2:4][CH2:3][CH2:2]1.[NH2:22][C@H:23]([CH2:32][C:33]1[CH:38]=[CH:37][CH:36]=[CH:35][CH:34]=1)[CH2:24][C:25]([O:27]C(C)(C)C)=[O:26].ON1C2C=CC=CC=2N=N1.C(N(C(C)C)CC)(C)C.N=C=N.C([NH+](CC)CC)C.C(=O)([O-])[O-].[N-]=C=O. Product: [CH:1]1([CH2:7][O:8][C:9]2[C:10]3[N:11]([C:15]([C:19]([NH:22][C@H:23]([CH2:32][C:33]4[CH:38]=[CH:37][CH:36]=[CH:35][CH:34]=4)[CH2:24][C:25]([OH:27])=[O:26])=[O:21])=[C:16]([CH3:18])[N:17]=3)[CH:12]=[CH:13][CH:14]=2)[CH2:2][CH2:3][CH2:4][CH2:5][CH2:6]1. The catalyst class is: 3. (4) Reactant: [CH:1]1([CH2:7][CH2:8][CH2:9][C@@H:10]([C:16]2[O:20][N:19]=[C:18]([C:21]3[CH:22]=[CH:23][C:24]([N:27]4[CH2:32][CH2:31][N:30](C(OC(C)(C)C)=O)[CH2:29][CH2:28]4)=[N:25][CH:26]=3)[N:17]=2)[CH2:11][C:12]([NH:14][OH:15])=[O:13])[CH2:6][CH2:5][CH2:4][CH2:3][CH2:2]1.FC(F)(F)C(O)=O. Product: [CH:1]1([CH2:7][CH2:8][CH2:9][C@@H:10]([C:16]2[O:20][N:19]=[C:18]([C:21]3[CH:26]=[N:25][C:24]([N:27]4[CH2:28][CH2:29][NH:30][CH2:31][CH2:32]4)=[CH:23][CH:22]=3)[N:17]=2)[CH2:11][C:12]([NH:14][OH:15])=[O:13])[CH2:6][CH2:5][CH2:4][CH2:3][CH2:2]1. The catalyst class is: 4. (5) Reactant: [Cl:1][C:2]1[CH:3]=[C:4]([CH2:9]O)[CH:5]=[N:6][C:7]=1[Cl:8].C(Br)(Br)(Br)[Br:12].C1(P(C2C=CC=CC=2)CCCP(C2C=CC=CC=2)C2C=CC=CC=2)C=CC=CC=1. Product: [Cl:1][C:2]1[CH:3]=[C:4]([CH2:9][Br:12])[CH:5]=[N:6][C:7]=1[Cl:8]. The catalyst class is: 4.